Dataset: Peptide-MHC class II binding affinity with 134,281 pairs from IEDB. Task: Regression. Given a peptide amino acid sequence and an MHC pseudo amino acid sequence, predict their binding affinity value. This is MHC class II binding data. (1) The peptide sequence is NAGFNSNRANSSRSS. The MHC is H-2-IAb with pseudo-sequence H-2-IAb. The binding affinity (normalized) is 0.758. (2) The peptide sequence is SRCYSIYLSINGVLE. The MHC is DRB1_1501 with pseudo-sequence DRB1_1501. The binding affinity (normalized) is 0.816. (3) The peptide sequence is LIEDINVGFKAAVAA. The MHC is HLA-DQA10101-DQB10501 with pseudo-sequence HLA-DQA10101-DQB10501. The binding affinity (normalized) is 0.478. (4) The peptide sequence is TYRENLRTALRYYN. The MHC is DRB1_1501 with pseudo-sequence DRB1_1501. The binding affinity (normalized) is 0.587.